Predict the reactants needed to synthesize the given product. From a dataset of Full USPTO retrosynthesis dataset with 1.9M reactions from patents (1976-2016). (1) Given the product [F:25][CH2:26][CH2:27][NH:28][C:29]([C@H:31]1[CH2:35][CH2:34][N:33]([C:21]([C:6]2[CH:7]=[C:8]3[C:3](=[CH:4][CH:5]=2)[N:2]([CH3:1])[C:14]2[CH2:13][CH2:12][CH:11]([CH:15]4[CH2:20][CH2:19][O:18][CH2:17][CH2:16]4)[CH2:10][C:9]3=2)=[O:22])[CH2:32]1)=[O:30], predict the reactants needed to synthesize it. The reactants are: [CH3:1][N:2]1[C:14]2[CH2:13][CH2:12][CH:11]([CH:15]3[CH2:20][CH2:19][O:18][CH2:17][CH2:16]3)[CH2:10][C:9]=2[C:8]2[C:3]1=[CH:4][CH:5]=[C:6]([C:21](O)=[O:22])[CH:7]=2.Cl.[F:25][CH2:26][CH2:27][NH:28][C:29]([C@H:31]1[CH2:35][CH2:34][NH:33][CH2:32]1)=[O:30].CN(C(ON1N=NC2C=CC=NC1=2)=[N+](C)C)C.F[P-](F)(F)(F)(F)F.C(N(CC)C(C)C)(C)C. (2) Given the product [C:1]([C:5]1[CH:6]=[CH:7][C:8]([C:9]([NH:59][C:55]2[CH:56]=[CH:57][CH:58]=[C:53]([C:51]3[CH:50]=[CH:49][N:48]=[C:47]([O:46][CH3:45])[CH:52]=3)[C:54]=2[CH3:60])=[O:11])=[CH:12][CH:13]=1)([CH3:2])([CH3:3])[CH3:4], predict the reactants needed to synthesize it. The reactants are: [C:1]([C:5]1[CH:13]=[CH:12][C:8]([C:9]([OH:11])=O)=[CH:7][CH:6]=1)([CH3:4])([CH3:3])[CH3:2].C(N(CC)CC)C.CN(C(ON1N=NC2C=CC=NC1=2)=[N+](C)C)C.F[P-](F)(F)(F)(F)F.[CH3:45][O:46][C:47]1[CH:52]=[C:51]([C:53]2[C:54]([CH3:60])=[C:55]([NH2:59])[CH:56]=[CH:57][CH:58]=2)[CH:50]=[CH:49][N:48]=1.C([O-])(O)=O.[Na+]. (3) Given the product [C:1]([NH:9][CH2:10][C@H:11]1[CH2:12][O:14]1)(=[O:8])[C:2]1[CH:7]=[CH:6][CH:5]=[CH:4][CH:3]=1, predict the reactants needed to synthesize it. The reactants are: [C:1]([NH:9][CH2:10][C@H:11]([OH:14])[CH2:12]Br)(=[O:8])[C:2]1[CH:7]=[CH:6][CH:5]=[CH:4][CH:3]=1.C(=O)([O-])[O-].[K+].[K+].C(O)(=O)C. (4) Given the product [CH2:1]([O:5][C:6]1[C:15]2[C:10](=[CH:11][CH:12]=[C:13]([CH:16]=[C:17]3[S:21][C:20]([S:22][CH3:27])=[N:19][C:18]3=[O:23])[CH:14]=2)[N:39]=[CH:37][C:38]=1[C:28]#[N:31])[CH2:2][CH2:3][CH3:4], predict the reactants needed to synthesize it. The reactants are: [CH2:1]([O:5][C:6]1[C:15]2[C:10](=[CH:11][CH:12]=[C:13]([CH:16]=[C:17]3[S:21][C:20](=[S:22])[NH:19][C:18]3=[O:23])[CH:14]=2)C=CC=1C#N)[CH2:2][CH2:3][CH3:4].I[CH3:27].[CH:28]([N:31](C(C)C)CC)(C)C.[C:37](#[N:39])[CH3:38]. (5) Given the product [C:23]1([CH2:22][CH2:21][CH2:20][N:17]2[CH2:16][CH2:15][CH:14]([CH2:13][NH:12][C:10]3[NH:9][C:8]4[CH:29]=[CH:30][C:5]([C:3]([OH:4])=[O:2])=[CH:6][C:7]=4[N:11]=3)[CH2:19][CH2:18]2)[CH:28]=[CH:27][CH:26]=[CH:25][CH:24]=1, predict the reactants needed to synthesize it. The reactants are: C[O:2][C:3]([C:5]1[CH:30]=[CH:29][C:8]2[NH:9][C:10]([NH:12][CH2:13][CH:14]3[CH2:19][CH2:18][N:17]([CH2:20][CH2:21][CH2:22][C:23]4[CH:28]=[CH:27][CH:26]=[CH:25][CH:24]=4)[CH2:16][CH2:15]3)=[N:11][C:7]=2[CH:6]=1)=[O:4].[OH-].[Li+].Cl.C(OCC)(=O)C.